Dataset: Reaction yield outcomes from USPTO patents with 853,638 reactions. Task: Predict the reaction yield, written as a fraction of the theoretical maximum amount of product (1.0 means a 100% yield; for example, 0.34 means a 34% yield). (1) The product is [NH2:50][C:51]1[N:56]=[C:55]([NH2:57])[C:54]([C:58]#[N:59])=[C:53]([NH:24][C@H:22]([C:21]2[N:20]=[C:19]3[CH:25]=[CH:26][N:27]([CH3:28])[C:18]3=[CH:17][C:16]=2[C:14]2[CH:13]=[CH:12][N:11]=[C:10]([OH:9])[CH:15]=2)[CH3:23])[N:52]=1. The catalyst is C(#N)C. The yield is 0.460. The reactants are Cl.C([O:9][C:10]1[CH:15]=[C:14]([C:16]2[CH:17]=[C:18]3[N:27]([CH3:28])[CH:26]=[CH:25][C:19]3=[N:20][C:21]=2[C@@H:22]([NH2:24])[CH3:23])[CH:13]=[CH:12][N:11]=1)C1C=CC=CC=1.Cl.N[C@H](C1N=C2C=CN(C)C2=CC=1C1C=CN=C(O)C=1)C.[NH2:50][C:51]1[N:56]=[C:55]([NH2:57])[C:54]([C:58]#[N:59])=[C:53](Cl)[N:52]=1.C(N(C(C)C)C(C)C)C. (2) The reactants are [K+].[OH:2][CH2:3][CH2:4][C:5]([CH3:10])([CH3:9])[C:6]([O-:8])=[O:7].[CH2:11](Br)[C:12]1[CH:17]=[CH:16][CH:15]=[CH:14][CH:13]=1.[Na+].[I-].C([O-])([O-])=O.[K+].[K+]. No catalyst specified. The product is [CH2:11]([O:7][C:6](=[O:8])[C:5]([CH3:10])([CH3:9])[CH2:4][CH2:3][OH:2])[C:12]1[CH:17]=[CH:16][CH:15]=[CH:14][CH:13]=1. The yield is 0.670. (3) The reactants are [CH2:1]([N:8]1[CH:12]=[C:11]([C:13]2[NH:21][C:20]3[C:19](=[O:22])[N:18]([CH2:23][CH2:24][CH3:25])[C:17](Cl)=[N:16][C:15]=3[N:14]=2)[CH:10]=[N:9]1)[C:2]1[CH:7]=[CH:6][CH:5]=[CH:4][CH:3]=1.[CH:27]([N:30](C(C)C)CC)(C)C.FC(F)(F)C1C=CC(CN)=CC=1. The catalyst is CN1C(=O)CCC1. The product is [CH2:1]([N:8]1[CH:12]=[C:11]([C:13]2[NH:21][C:20]3[C:19](=[O:22])[N:18]([CH2:23][CH2:24][CH3:25])[C:17]([NH:30][CH3:27])=[N:16][C:15]=3[N:14]=2)[CH:10]=[N:9]1)[C:2]1[CH:7]=[CH:6][CH:5]=[CH:4][CH:3]=1. The yield is 0.320. (4) The reactants are [C:1](OCC)(=O)[CH2:2][C:3]([O-:5])=O.[K+].C(N(CC)CC)C.[Cl-].[Mg+2].[Cl-].[N+:21]([C:24]1[CH:25]=[C:26]([CH:30]=[C:31]([N+:33]([O-:35])=[O:34])[CH:32]=1)C(Cl)=O)([O-:23])=[O:22].Cl.[CH3:37][NH:38][NH2:39]. The catalyst is C(OCC)(=O)C.O. The product is [N+:21]([C:24]1[CH:25]=[C:26]([C:1]2[CH:2]=[C:3]([OH:5])[N:38]([CH3:37])[N:39]=2)[CH:30]=[C:31]([N+:33]([O-:35])=[O:34])[CH:32]=1)([O-:23])=[O:22]. The yield is 0.302. (5) The reactants are [Cl:1][C:2]1[N:7]=[C:6]([C:8]2[S:12][C:11]([C:13]([CH3:16])([CH3:15])[CH3:14])=[N:10][C:9]=2[C:17]2[C:18]([F:30])=[C:19]([NH:23]C(=O)OCC=C)[CH:20]=[CH:21][CH:22]=2)[CH:5]=[CH:4][N:3]=1.C([SnH](CCCC)CCCC)CCC. The catalyst is C(Cl)Cl.O.C1C=CC([P]([Pd]([P](C2C=CC=CC=2)(C2C=CC=CC=2)C2C=CC=CC=2)([P](C2C=CC=CC=2)(C2C=CC=CC=2)C2C=CC=CC=2)[P](C2C=CC=CC=2)(C2C=CC=CC=2)C2C=CC=CC=2)(C2C=CC=CC=2)C2C=CC=CC=2)=CC=1. The product is [Cl:1][C:2]1[N:7]=[C:6]([C:8]2[S:12][C:11]([C:13]([CH3:16])([CH3:15])[CH3:14])=[N:10][C:9]=2[C:17]2[C:18]([F:30])=[C:19]([CH:20]=[CH:21][CH:22]=2)[NH2:23])[CH:5]=[CH:4][N:3]=1. The yield is 0.820. (6) The reactants are CC1C(=O)NC(=O)NC=1C(O)=O.[OH:13][C:14]1[N:19]=[C:18]([OH:20])[CH:17]=[C:16]([C:21]([O:23][CH3:24])=[O:22])[N:15]=1.S(Cl)([Cl:28])(=O)=O. The catalyst is C(OC(=O)C)(=O)C. The product is [Cl:28][C:17]1[C:18]([OH:20])=[N:19][C:14]([OH:13])=[N:15][C:16]=1[C:21]([O:23][CH3:24])=[O:22]. The yield is 0.890. (7) The reactants are [O:1]1CCO[CH:2]1[C:6]1[S:7][C:8]([C:11]([OH:18])([CH3:17])[CH:12]([O:15][CH3:16])[O:13][CH3:14])=[CH:9][N:10]=1.Cl.C(=O)([O-])O.[Na+]. The catalyst is CC(C)=O. The product is [OH:18][C:11]([C:8]1[S:7][C:6]([CH:2]=[O:1])=[N:10][CH:9]=1)([CH3:17])[CH:12]([O:13][CH3:14])[O:15][CH3:16]. The yield is 0.710.